This data is from Catalyst prediction with 721,799 reactions and 888 catalyst types from USPTO. The task is: Predict which catalyst facilitates the given reaction. (1) Reactant: [CH2:1]([O:8][C:9](=[O:31])[NH:10][C@@H:11]1[C:14](=[O:15])[NH:13][C@@H:12]1[CH2:16][N:17]1[N:21]=[C:20]([CH2:22][O:23][Si](C(C)(C)C)(C)C)[CH:19]=[N:18]1)[C:2]1[CH:7]=[CH:6][CH:5]=[CH:4][CH:3]=1.CCCC[N+](CCCC)(CCCC)CCCC.[F-]. Product: [CH2:1]([O:8][C:9](=[O:31])[NH:10][C@@H:11]1[C:14](=[O:15])[NH:13][C@@H:12]1[CH2:16][N:17]1[N:21]=[C:20]([CH2:22][OH:23])[CH:19]=[N:18]1)[C:2]1[CH:3]=[CH:4][CH:5]=[CH:6][CH:7]=1. The catalyst class is: 1. (2) Reactant: [CH2:1]([OH:8])[C:2]1[CH:7]=[CH:6][CH:5]=[CH:4][CH:3]=1.[F:9][C:10]1[CH:18]=[CH:17][C:13]([C:14](O)=[O:15])=[CH:12][CH:11]=1.C1(N=C=NC2CCCCC2)CCCCC1.C(OC(=O)C1C=CC=CC=1F)C1C=CC=CC=1. Product: [CH2:1]([O:8][C:14](=[O:15])[C:13]1[CH:17]=[CH:18][C:10]([F:9])=[CH:11][CH:12]=1)[C:2]1[CH:7]=[CH:6][CH:5]=[CH:4][CH:3]=1. The catalyst class is: 143. (3) Reactant: [C:1]1([S:7]([C:10]2[C:18]3[C:13](=[CH:14][CH:15]=[CH:16][C:17]=3[CH2:19][CH2:20][CH2:21]O)[NH:12][CH:11]=2)(=[O:9])=[O:8])[CH:6]=[CH:5][CH:4]=[CH:3][CH:2]=1.N1C=CC=CC=1.C1(C)C=CC(S([Cl:38])(=O)=O)=CC=1. Product: [C:1]1([S:7]([C:10]2[C:18]3[C:13](=[CH:14][CH:15]=[CH:16][C:17]=3[CH2:19][CH2:20][CH2:21][Cl:38])[NH:12][CH:11]=2)(=[O:9])=[O:8])[CH:6]=[CH:5][CH:4]=[CH:3][CH:2]=1. The catalyst class is: 10. (4) Product: [F:12][C:13]1[CH:14]=[C:15]([C:20]2([CH3:8])[CH2:21][O:22]2)[CH:16]=[CH:17][C:18]=1[F:19]. The catalyst class is: 1. Reactant: CS(C)=O.[H-].[Na+].[I-].[CH3:8][S+](C)C.[F:12][C:13]1[CH:14]=[C:15]([C:20](=[O:22])[CH3:21])[CH:16]=[CH:17][C:18]=1[F:19]. (5) Product: [CH3:1][NH:2][C:3]([C:5]1[C:29]([F:30])=[CH:28][C:8]2[N:9]([CH:13]3[CH2:19][CH:18]4[NH:20][CH:15]([CH2:16][CH2:17]4)[CH2:14]3)[C:10](=[O:12])[NH:11][C:7]=2[CH:6]=1)=[O:4]. Reactant: [CH3:1][NH:2][C:3]([C:5]1[C:29]([F:30])=[CH:28][C:8]2[N:9]([CH:13]3[CH2:19][CH:18]4[N:20](CC5C=CC=CC=5)[CH:15]([CH2:16][CH2:17]4)[CH2:14]3)[C:10](=[O:12])[NH:11][C:7]=2[CH:6]=1)=[O:4].C([O-])=O.[NH4+]. The catalyst class is: 19. (6) Reactant: [Br:1][C:2]1[CH:3]=[C:4]([C:8](=NNC(N)=S)[C:9]2[CH:14]=[CH:13][CH:12]=[C:11]([Br:15])[CH:10]=2)[CH:5]=[CH:6][CH:7]=1.C[OH:22].NNC(N)=S. Product: [Br:1][C:2]1[CH:3]=[C:4]([C:8]([C:9]2[CH:14]=[CH:13][CH:12]=[C:11]([Br:15])[CH:10]=2)=[O:22])[CH:5]=[CH:6][CH:7]=1. The catalyst class is: 52. (7) Reactant: [Cl:1][C:2]1[CH:3]=[C:4]([CH:9]=[CH:10][C:11]=1[OH:12])[C:5]([O:7][CH3:8])=[O:6].C(=O)([O-])[O-].[Cs+].[Cs+].Br[CH2:20][C:21]1[CH:26]=[CH:25][C:24]([F:27])=[C:23]([F:28])[CH:22]=1.[OH-].[Na+]. Product: [CH3:8][O:7][C:5](=[O:6])[C:4]1[CH:9]=[CH:10][C:11]([O:12][CH2:20][C:21]2[CH:26]=[CH:25][C:24]([F:27])=[C:23]([F:28])[CH:22]=2)=[C:2]([Cl:1])[CH:3]=1. The catalyst class is: 10. (8) The catalyst class is: 4. Product: [C:37]([O:36][C:35](=[O:41])[NH:34][CH2:33][CH2:32][CH2:31][NH:30][CH:24]([C:12]1[N:13]([CH2:18][C:19]2[S:20][CH:21]=[CH:22][CH:23]=2)[C:14](=[O:17])[C:15]2[CH:16]=[C:7]3[CH:6]=[C:5]([Br:29])[NH:4][C:8]3=[CH:9][C:10]=2[N:11]=1)[CH:25]([CH3:27])[CH3:26])([CH3:40])([CH3:38])[CH3:39]. Reactant: C([N:4]1[C:8]2=[CH:9][C:10]3[N:11]=[C:12]([CH:24](Br)[CH:25]([CH3:27])[CH3:26])[N:13]([CH2:18][C:19]4[S:20][CH:21]=[CH:22][CH:23]=4)[C:14](=[O:17])[C:15]=3[CH:16]=[C:7]2[CH:6]=[C:5]1[Br:29])(=O)C.[NH2:30][CH2:31][CH2:32][CH2:33][NH:34][C:35](=[O:41])[O:36][C:37]([CH3:40])([CH3:39])[CH3:38]. (9) Reactant: Cl[C:2]1[CH:7]=[C:6]([Cl:8])[N:5]=[CH:4][N:3]=1.[C:9]([O:13][C:14](=[O:18])[CH2:15][C:16]#[N:17])([CH3:12])([CH3:11])[CH3:10].[H-].[Na+]. Product: [Cl:8][C:6]1[N:5]=[CH:4][N:3]=[C:2]([CH:15]([C:16]#[N:17])[C:14]([O:13][C:9]([CH3:12])([CH3:11])[CH3:10])=[O:18])[CH:7]=1. The catalyst class is: 1. (10) Reactant: [CH3:1][CH:2]1[CH:6]([CH3:7])[O:5][C:4]2([CH2:12][C:11]([CH3:14])([CH3:13])[C:10](=[O:15])[C:9]([CH3:16])=[CH:8]2)[O:3]1.O1CC[CH2:19][CH2:18]1. Product: [C:18]([C:10]1([OH:15])[C:11]([CH3:14])([CH3:13])[CH2:12][C:4]2([O:5][CH:6]([CH3:7])[CH:2]([CH3:1])[O:3]2)[CH:8]=[C:9]1[CH3:16])#[CH:19]. The catalyst class is: 6.